This data is from Reaction yield outcomes from USPTO patents with 853,638 reactions. The task is: Predict the reaction yield, written as a fraction of the theoretical maximum amount of product (1.0 means a 100% yield; for example, 0.34 means a 34% yield). (1) The catalyst is C1COCC1.O.CN(C1C=CN=CC=1)C. The yield is 0.630. The reactants are C[O:2][C:3]([C:5]1[C:13]2[N:12]=[C:11]([C:14]3[CH:19]=[CH:18][C:17]([NH2:20])=[CH:16][C:15]=3[CH2:21][CH2:22][N:23]3[CH2:28][CH2:27][O:26][CH2:25][CH2:24]3)[NH:10][C:9]=2[C:8]([O:29][CH3:30])=[CH:7][CH:6]=1)=O.[Cl:31][C:32]1[N:33]=[CH:34][N:35]([CH2:38][CH2:39][CH2:40][NH2:41])[C:36]=1[Cl:37].CCN=C=NCCCN(C)C.C1C=CC2N(O)N=NC=2C=1. The product is [Cl:31][C:32]1[N:33]=[CH:34][N:35]([CH2:38][CH2:39][CH2:40][NH:41][C:3]([C:5]2[C:13]3[N:12]=[C:11]([C:14]4[CH:19]=[CH:18][C:17]([NH2:20])=[CH:16][C:15]=4[CH2:21][CH2:22][N:23]4[CH2:28][CH2:27][O:26][CH2:25][CH2:24]4)[NH:10][C:9]=3[C:8]([O:29][CH3:30])=[CH:7][CH:6]=2)=[O:2])[C:36]=1[Cl:37]. (2) The reactants are [C:1]([O:14][CH2:15][C:16]1[CH:21]=[CH:20][CH:19]=[CH:18][CH:17]=1)(=[O:13])[CH2:2][C:3]([O:5][CH2:6][C:7]1[CH:12]=[CH:11][CH:10]=[CH:9][CH:8]=1)=[O:4].[H-].[Na+].Cl[C:25]1[CH:30]=[CH:29][N:28]=[CH:27][C:26]=1[N+:31]([O-:33])=[O:32]. The catalyst is C1(C)C=CC=CC=1. The product is [CH2:6]([O:5][C:3](=[O:4])[CH:2]([C:25]1[CH:30]=[CH:29][N:28]=[CH:27][C:26]=1[N+:31]([O-:33])=[O:32])[C:1]([O:14][CH2:15][C:16]1[CH:17]=[CH:18][CH:19]=[CH:20][CH:21]=1)=[O:13])[C:7]1[CH:12]=[CH:11][CH:10]=[CH:9][CH:8]=1. The yield is 0.336. (3) The reactants are Br[C:2]1[CH:7]=[CH:6][C:5]([O:8][C@H:9]2[CH2:14][CH2:13][C@H:12]([C:15]([CH3:18])([CH3:17])[CH3:16])[CH2:11][CH2:10]2)=[CH:4][CH:3]=1.[CH3:19][C:20]1([CH3:36])[C:24]([CH3:26])([CH3:25])[O:23][B:22]([B:22]2[O:23][C:24]([CH3:26])([CH3:25])[C:20]([CH3:36])([CH3:19])[O:21]2)[O:21]1.CC([O-])=O.[K+].C(Cl)Cl. The catalyst is C1C=CC(P(C2C=CC=CC=2)[C-]2C=CC=C2)=CC=1.C1C=CC(P(C2C=CC=CC=2)[C-]2C=CC=C2)=CC=1.Cl[Pd]Cl.[Fe+2].O1CCOCC1.CS(C)=O. The product is [C:15]([C@H:12]1[CH2:13][CH2:14][C@H:9]([O:8][C:5]2[CH:6]=[CH:7][C:2]([B:22]3[O:23][C:24]([CH3:26])([CH3:25])[C:20]([CH3:36])([CH3:19])[O:21]3)=[CH:3][CH:4]=2)[CH2:10][CH2:11]1)([CH3:18])([CH3:17])[CH3:16]. The yield is 0.800. (4) No catalyst specified. The yield is 0.970. The reactants are Cl[C:2]1[C:11]2[C:6](=[N:7][CH:8]=[CH:9][N:10]=2)[N:5]=[C:4]([CH3:12])[N:3]=1.Cl[C:14]1N=[C:18](C)[N:17]=[C:16](N)[C:15]=1N.O1[CH2:28][CH2:27][O:26][CH:25](O)C1O.[CH2:31](O)C. The product is [CH3:25][O:26][C:27]1[CH:14]=[CH:15][C:16]([N:17]([C:2]2[C:11]3[C:6](=[N:7][CH:8]=[CH:9][N:10]=3)[N:5]=[C:4]([CH3:12])[N:3]=2)[CH3:18])=[CH:31][CH:28]=1. (5) The product is [C:1]([C:4]1[C:36](=[O:37])[C@@:8]2([CH3:38])[C:9]3[C:15]([OH:16])=[CH:14][C:13]([O:17][CH3:18])=[C:12]([C:19]([NH:21][CH2:22][C:23]4[C:32]([CH3:33])=[CH:31][C:26]([C:27]([OH:29])=[O:28])=[C:25]([CH3:34])[C:24]=4[CH3:35])=[O:20])[C:10]=3[O:11][C:7]2=[CH:6][C:5]=1[OH:39])(=[O:3])[CH3:2]. The yield is 1.00. The reactants are [C:1]([C:4]1[C:36](=[O:37])[C@@:8]2([CH3:38])[C:9]3[C:15]([OH:16])=[CH:14][C:13]([O:17][CH3:18])=[C:12]([C:19]([NH:21][CH2:22][C:23]4[C:32]([CH3:33])=[CH:31][C:26]([C:27]([O:29]C)=[O:28])=[C:25]([CH3:34])[C:24]=4[CH3:35])=[O:20])[C:10]=3[O:11][C:7]2=[CH:6][C:5]=1[OH:39])(=[O:3])[CH3:2].Cl. The catalyst is [OH-].[Na+].